Task: Predict the product of the given reaction.. Dataset: Forward reaction prediction with 1.9M reactions from USPTO patents (1976-2016) (1) Given the reactants [H-].[Na+].[Br:3][C:4]1[CH:9]=[C:8]([F:10])[CH:7]=[CH:6][C:5]=1[S:11]([NH:14][C:15]1[C:24]([C:25]([O:27][CH3:28])=[O:26])=[C:23]2[C:18]([C:19]3[CH:31]=[CH:30][O:29][C:20]=3[CH2:21][O:22]2)=[CH:17][CH:16]=1)(=[O:13])=[O:12].Cl[C:33]([O:35][CH3:36])=[O:34].C(=O)(O)[O-].[Na+], predict the reaction product. The product is: [Br:3][C:4]1[CH:9]=[C:8]([F:10])[CH:7]=[CH:6][C:5]=1[S:11]([N:14]([C:15]1[C:24]([C:25]([O:27][CH3:28])=[O:26])=[C:23]2[C:18]([C:19]3[CH:31]=[CH:30][O:29][C:20]=3[CH2:21][O:22]2)=[CH:17][CH:16]=1)[C:33]([O:35][CH3:36])=[O:34])(=[O:12])=[O:13]. (2) Given the reactants [Br:1][C:2]1[CH:3]=[N:4][CH:5]=[C:6]([CH:8]2[CH2:10][O:9]2)[CH:7]=1.B(F)(F)F.CCOCC.[CH3:20][C:21]([CH3:23])=[O:22], predict the reaction product. The product is: [Br:1][C:2]1[CH:3]=[N:4][CH:5]=[C:6]([CH:8]2[CH2:10][O:9][C:21]([CH3:23])([CH3:20])[O:22]2)[CH:7]=1. (3) Given the reactants [F:1][C:2]1[CH:7]=[CH:6][C:5]([CH2:8][C:9]([OH:11])=O)=[CH:4][CH:3]=1.C(N1C=CN=C1)(N1C=CN=C1)=O.[Cl:24][C:25]1[CH:26]=[C:27]([CH:37]=[CH:38][C:39]=1[Cl:40])[CH2:28][N:29]1[CH2:34][CH2:33][CH:32]([NH:35]C)[CH2:31][CH2:30]1, predict the reaction product. The product is: [Cl:24][C:25]1[CH:26]=[C:27]([CH:37]=[CH:38][C:39]=1[Cl:40])[CH2:28][N:29]1[CH2:30][CH2:31][CH:32]([NH:35][C:9](=[O:11])[CH2:8][C:5]2[CH:4]=[CH:3][C:2]([F:1])=[CH:7][CH:6]=2)[CH2:33][CH2:34]1. (4) Given the reactants C(N(CC)[C:4]([C@@H:6]1[CH2:11][CH2:10][CH2:9][N:8]([CH:12]2[CH2:17][CH2:16][N:15]([C:18]([C:20]3[C:21]4[C:26]([CH:27]=[C:28]5[C:33]=3[CH:32]=[CH:31][CH:30]=[CH:29]5)=[CH:25][CH:24]=[CH:23][CH:22]=4)=[O:19])[CH2:14][CH2:13]2)[CH2:7]1)=[O:5])C.[CH2:36]([Mg]Br)[CH3:37].O1CC[CH2:42][CH2:41]1, predict the reaction product. The product is: [CH:22]1[C:21]2[C:26](=[CH:27][C:28]3[C:33]([C:20]=2[C:18]([N:15]2[CH2:16][CH2:17][CH:12]([N:8]4[CH2:9][CH2:10][CH2:11][CH:6]([C:4]([CH2:36][CH3:37])([OH:5])[CH2:41][CH3:42])[CH2:7]4)[CH2:13][CH2:14]2)=[O:19])=[CH:32][CH:31]=[CH:30][CH:29]=3)[CH:25]=[CH:24][CH:23]=1. (5) Given the reactants [CH2:1]([O:3][C:4](=[O:33])[CH2:5][N:6]1[C:14]2[CH2:13][CH2:12][CH2:11][C@@H:10]([NH:15][S:16]([C:19]3[CH:24]=[C:23]([C:25]([F:28])([F:27])[F:26])[CH:22]=[C:21]([S:29]([CH3:32])(=[O:31])=[O:30])[CH:20]=3)(=[O:18])=[O:17])[C:9]=2[CH:8]=[N:7]1)[CH3:2].[CH3:34]I, predict the reaction product. The product is: [CH2:1]([O:3][C:4](=[O:33])[CH2:5][N:6]1[C:14]2[CH2:13][CH2:12][CH2:11][C@@H:10]([N:15]([S:16]([C:19]3[CH:24]=[C:23]([C:25]([F:27])([F:26])[F:28])[CH:22]=[C:21]([S:29]([CH3:32])(=[O:30])=[O:31])[CH:20]=3)(=[O:17])=[O:18])[CH3:34])[C:9]=2[CH:8]=[N:7]1)[CH3:2]. (6) Given the reactants [CH2:1]([O:3][C:4](=[O:17])[CH2:5][NH:6][C:7]1[C:16]2[C:11](=[CH:12][CH:13]=[CH:14][CH:15]=2)[CH:10]=[CH:9][CH:8]=1)[CH3:2].[CH2:18]=O.[CH:20]([S:22]([C:25]1[CH:30]=[CH:29][CH:28]=[CH:27][C:26]=1[C:31]([F:34])([F:33])[F:32])(=[O:24])=[O:23])=[CH2:21], predict the reaction product. The product is: [CH2:1]([O:3][C:4]([CH:5]1[CH2:18][CH:20]([S:22]([C:25]2[CH:30]=[CH:29][CH:28]=[CH:27][C:26]=2[C:31]([F:32])([F:34])[F:33])(=[O:23])=[O:24])[CH2:21][N:6]1[C:7]1[C:16]2[C:11](=[CH:12][CH:13]=[CH:14][CH:15]=2)[CH:10]=[CH:9][CH:8]=1)=[O:17])[CH3:2]. (7) Given the reactants [CH3:1][N:2]1[C:10]2[C:5](=[CH:6][CH:7]=[CH:8][CH:9]=2)[C:4]([CH2:11][CH2:12][NH2:13])=[CH:3]1.CS(C)=[O:16].[ClH:18], predict the reaction product. The product is: [ClH:18].[NH2:13][CH2:12][CH2:11][CH:4]1[C:5]2[C:10](=[CH:9][CH:8]=[CH:7][CH:6]=2)[N:2]([CH3:1])[C:3]1=[O:16].